The task is: Predict the product of the given reaction.. This data is from Forward reaction prediction with 1.9M reactions from USPTO patents (1976-2016). (1) Given the reactants [CH3:1][C:2]1[NH:3][C:4]2[C:9]([CH:10]=1)=[CH:8][CH:7]=[CH:6][CH:5]=2.[H-].[Na+].I[CH3:14], predict the reaction product. The product is: [CH3:14][N:3]1[C:4]2[C:9](=[CH:8][CH:7]=[CH:6][CH:5]=2)[CH:10]=[C:2]1[CH3:1]. (2) Given the reactants [Br:1][C:2]1[CH:7]=[CH:6][CH:5]=[CH:4][C:3]=1[O:8][CH2:9][CH2:10]Cl.[CH3:12][NH:13][CH2:14][C:15]1[CH:20]=[CH:19][CH:18]=[CH:17][CH:16]=1, predict the reaction product. The product is: [CH2:14]([N:13]([CH3:12])[CH2:10][CH2:9][O:8][C:3]1[CH:4]=[CH:5][CH:6]=[CH:7][C:2]=1[Br:1])[C:15]1[CH:20]=[CH:19][CH:18]=[CH:17][CH:16]=1. (3) Given the reactants [Br:1][C:2]1[CH:3]=[C:4]([C:13]2[CH2:17][C:16]([C:22]3[CH:27]=[C:26]([Cl:28])[CH:25]=[C:24]([Cl:29])[CH:23]=3)([C:18]([F:21])([F:20])[F:19])[O:15][N:14]=2)[CH:5]=[CH:6][C:7]=1[S:8]C(C)(C)C.C1(C)C=CC(S(O)(=O)=O)=CC=1, predict the reaction product. The product is: [Br:1][C:2]1[CH:3]=[C:4]([C:13]2[CH2:17][C:16]([C:22]3[CH:27]=[C:26]([Cl:28])[CH:25]=[C:24]([Cl:29])[CH:23]=3)([C:18]([F:21])([F:19])[F:20])[O:15][N:14]=2)[CH:5]=[CH:6][C:7]=1[SH:8]. (4) Given the reactants I[C:2]1[CH:7]=[CH:6][CH:5]=[CH:4][N:3]=1.C([Mg]Br)C.CON(C)[C:15]([C:17]1[N:18]=[C:19]2[CH:24]=[CH:23][C:22]([Cl:25])=[CH:21][N:20]2[CH:26]=1)=[O:16], predict the reaction product. The product is: [Cl:25][C:22]1[CH:23]=[CH:24][C:19]2[N:20]([CH:26]=[C:17]([C:15]([C:2]3[CH:7]=[CH:6][CH:5]=[CH:4][N:3]=3)=[O:16])[N:18]=2)[CH:21]=1.